From a dataset of Reaction yield outcomes from USPTO patents with 853,638 reactions. Predict the reaction yield, written as a fraction of the theoretical maximum amount of product (1.0 means a 100% yield; for example, 0.34 means a 34% yield). (1) The reactants are [CH3:1][O:2][C:3]([C@H:5]1[CH2:10][CH2:9][C@H:8]([CH2:11][NH:12][CH2:13][CH2:14][C:15]2[CH:20]=[CH:19][CH:18]=[CH:17][C:16]=2[NH2:21])[CH2:7][CH2:6]1)=[O:4].Cl[C:23](Cl)([O:25]C(=O)OC(Cl)(Cl)Cl)Cl. The catalyst is CC#N. The product is [CH3:1][O:2][C:3]([C@H:5]1[CH2:10][CH2:9][C@H:8]([CH2:11][N:12]2[CH2:13][CH2:14][C:15]3[CH:20]=[CH:19][CH:18]=[CH:17][C:16]=3[NH:21][C:23]2=[O:25])[CH2:7][CH2:6]1)=[O:4]. The yield is 0.590. (2) The reactants are [N:1]1[CH:6]=[CH:5]N=[CH:3][C:2]=1[C:7]1[N:11]2[CH2:12][CH2:13][NH:14][C:15](=[O:16])[C:10]2=[N:9][N:8]=1.Br[CH2:18][C:19]1[CH:24]=[CH:23][CH:22]=[C:21]([C:25]([F:28])([F:27])[F:26])[C:20]=1[Cl:29].Br[CH2:31]C1C=CC=C(Cl)C=1Cl. No catalyst specified. The product is [Cl:29][C:20]1[C:21]([C:25]([F:28])([F:27])[F:26])=[CH:22][CH:23]=[CH:24][C:19]=1[CH2:18][N:14]1[CH2:13][CH2:12][N:11]2[C:7]([C:2]3[CH:3]=[CH:31][CH:5]=[CH:6][N:1]=3)=[N:8][N:9]=[C:10]2[C:15]1=[O:16]. The yield is 0.890. (3) The reactants are [CH2:1]([N:8]1[CH2:31][CH:30]([CH:32]([OH:35])CO)[O:29][C:10]2([CH2:15][CH2:14][N:13]([C:16]([C:18]3[CH:23]=[CH:22][C:21]([O:24][CH:25]([CH3:27])[CH3:26])=[C:20]([CH3:28])[CH:19]=3)=[O:17])[CH2:12][CH2:11]2)[CH2:9]1)[C:2]1[CH:7]=[CH:6][CH:5]=[CH:4][CH:3]=1.O. The catalyst is C1COCC1. The product is [CH2:1]([N:8]1[CH2:31][CH:30]([CH:32]=[O:35])[O:29][C:10]2([CH2:15][CH2:14][N:13]([C:16](=[O:17])[C:18]3[CH:23]=[CH:22][C:21]([O:24][CH:25]([CH3:26])[CH3:27])=[C:20]([CH3:28])[CH:19]=3)[CH2:12][CH2:11]2)[CH2:9]1)[C:2]1[CH:7]=[CH:6][CH:5]=[CH:4][CH:3]=1. The yield is 0.990. (4) The reactants are [C:1]([C:5]1[N:29]([C:30]([NH2:32])=[O:31])[C:8]2=[C:9]([Cl:28])[N:10]=[C:11]([N+:25]([O-])=O)[C:12]([O:13][C@@H:14]([C:16]3[C:21]([Cl:22])=[CH:20][CH:19]=[C:18]([F:23])[C:17]=3[Cl:24])[CH3:15])=[C:7]2[CH:6]=1)([CH3:4])([CH3:3])[CH3:2]. The catalyst is C(O)(=O)C.[Zn]. The product is [C:1]([C:5]1[N:29]([C:30]([NH2:32])=[O:31])[C:8]2=[C:9]([Cl:28])[N:10]=[C:11]([NH2:25])[C:12]([O:13][C@@H:14]([C:16]3[C:21]([Cl:22])=[CH:20][CH:19]=[C:18]([F:23])[C:17]=3[Cl:24])[CH3:15])=[C:7]2[CH:6]=1)([CH3:2])([CH3:3])[CH3:4]. The yield is 0.350.